This data is from Full USPTO retrosynthesis dataset with 1.9M reactions from patents (1976-2016). The task is: Predict the reactants needed to synthesize the given product. (1) Given the product [S:9]1[CH:10]=[CH:11][C:7]2[C:6]([C:4]([OH:5])=[O:3])=[C:14]3[C:13](=[C:12]([C:18]([OH:20])=[O:19])[C:8]1=2)[CH:17]=[CH:16][S:15]3, predict the reactants needed to synthesize it. The reactants are: C([O:3][C:4]([C:6]1(C(OCC)=O)[C:14]2[S:15][CH:16]=[CH:17][C:13]=2[C:12](C(OCC)=O)([C:18]([O:20]CC)=[O:19])[C:8]2[S:9][CH:10]=[CH:11][C:7]1=2)=[O:5])C.[OH-].[K+].OO.Cl. (2) The reactants are: [CH2:1]([NH:9][C:10]1[CH:15]=[CH:14][N:13]=[C:12]2[S:16][C:17]([C:19]([O:21]CC)=O)=[CH:18][C:11]=12)[CH2:2][C:3]1[CH:8]=[CH:7][CH:6]=[CH:5][CH:4]=1.[CH3:24][Li].O. Given the product [CH2:1]([NH:9][C:10]1[CH:15]=[CH:14][N:13]=[C:12]2[S:16][C:17]([C:19](=[O:21])[CH3:24])=[CH:18][C:11]=12)[CH2:2][C:3]1[CH:4]=[CH:5][CH:6]=[CH:7][CH:8]=1, predict the reactants needed to synthesize it. (3) Given the product [C:6]([C:10]1[C:15]2[CH2:16][CH:17]([CH3:19])[O:18][C:14]=2[C:13]([C:6]([CH3:9])([CH3:8])[CH3:7])=[CH:12][C:11]=1[OH:20])([CH3:9])([CH3:7])[CH3:8], predict the reactants needed to synthesize it. The reactants are: CS(O)(=O)=O.[C:6]([C:10]1[C:15]2[CH2:16][CH:17]([CH3:19])[O:18][C:14]=2[CH:13]=[CH:12][C:11]=1[OH:20])([CH3:9])([CH3:8])[CH3:7]. (4) Given the product [CH2:27]([N:22]1[CH2:23][CH2:24][CH2:25][CH2:26][CH:21]1[CH2:20][NH:6][C:5]1[CH:7]=[C:8]([CH3:9])[C:2]([CH3:1])=[CH:3][C:4]=1[N+:10]([O-:12])=[O:11])[C:28]1[CH:33]=[CH:32][CH:31]=[CH:30][CH:29]=1, predict the reactants needed to synthesize it. The reactants are: [CH3:1][C:2]1[C:8]([CH3:9])=[CH:7][C:5]([NH2:6])=[C:4]([N+:10]([O-:12])=[O:11])[CH:3]=1.[H-].[Na+].CS(O[CH2:20][CH:21]1[CH2:26][CH2:25][CH2:24][CH2:23][N:22]1[CH2:27][C:28]1[CH:33]=[CH:32][CH:31]=[CH:30][CH:29]=1)(=O)=O.